This data is from Full USPTO retrosynthesis dataset with 1.9M reactions from patents (1976-2016). The task is: Predict the reactants needed to synthesize the given product. (1) The reactants are: [OH-].[Na+].[CH3:3][C:4]1[C:12]2[C:7](=[CH:8][CH:9]=[C:10]([C:13]([O:15]C)=[O:14])[CH:11]=2)[N:6]([C:17]2[CH:22]=[CH:21][CH:20]=[CH:19][CH:18]=2)[N:5]=1. Given the product [CH3:3][C:4]1[C:12]2[C:7](=[CH:8][CH:9]=[C:10]([C:13]([OH:15])=[O:14])[CH:11]=2)[N:6]([C:17]2[CH:22]=[CH:21][CH:20]=[CH:19][CH:18]=2)[N:5]=1, predict the reactants needed to synthesize it. (2) Given the product [CH3:1][CH:2]1[CH2:7][CH2:6][NH:8][C:5](=[O:10])[CH2:4][CH2:3]1, predict the reactants needed to synthesize it. The reactants are: [CH3:1][CH:2]1[CH2:7][CH2:6][C:5](=[N:8]O)[CH2:4][CH2:3]1.[OH:10]S(O)(=O)=O. (3) Given the product [CH2:13]([O:18][CH2:19][CH2:20][O:21][C:22]1[CH:30]=[CH:29][C:25]([C:26]([NH:35][NH2:36])=[O:27])=[CH:24][C:23]=1[C:31]([F:34])([F:33])[F:32])[CH2:14][CH2:15][CH2:16][CH3:17], predict the reactants needed to synthesize it. The reactants are: C1N=CN(C(N2C=NC=C2)=O)C=1.[CH2:13]([O:18][CH2:19][CH2:20][O:21][C:22]1[CH:30]=[CH:29][C:25]([C:26](O)=[O:27])=[CH:24][C:23]=1[C:31]([F:34])([F:33])[F:32])[CH2:14][CH2:15][CH2:16][CH3:17].[NH2:35][NH2:36]. (4) Given the product [CH2:6]([O:29][C@@H:11]1[C@@H:10]([CH2:9][O:8][Si:1]([C:4]([CH3:7])([CH3:5])[CH3:6])([CH3:3])[CH3:2])[O:18][C@H:17]2[C@H:13]([N:14]=[C:15]([N:19]([CH3:27])[C:20](=[O:26])[O:21][C:22]([CH3:23])([CH3:25])[CH3:24])[S:16]2)[C@H:12]1[O:28][CH2:11][CH:10]=[CH2:9])[CH:4]=[CH2:5], predict the reactants needed to synthesize it. The reactants are: [Si:1]([O:8][CH2:9][C@H:10]1[O:18][C@H:17]2[C@H:13]([N:14]=[C:15]([N:19]([CH3:27])[C:20](=[O:26])[O:21][C:22]([CH3:25])([CH3:24])[CH3:23])[S:16]2)[C@@H:12]([OH:28])[C@@H:11]1[OH:29])([C:4]([CH3:7])([CH3:6])[CH3:5])([CH3:3])[CH3:2].[H-].[Na+]. (5) Given the product [C:28]([CH:27]([CH:31]([C:32]([OH:34])=[O:33])[OH:35])[OH:26])([OH:30])=[O:29].[Cl:1][C:2]1[N:7]=[CH:6][C:5]([CH2:8][N:9]2[C:17]3[CH:16]=[CH:15][C:14]([F:18])=[CH:13][C:12]=3[C:11]3[CH2:19][N:20]4[CH2:21][CH2:22][CH:23]([C:10]2=3)[CH2:24][CH2:25]4)=[CH:4][CH:3]=1, predict the reactants needed to synthesize it. The reactants are: [Cl:1][C:2]1[N:7]=[CH:6][C:5]([CH2:8][N:9]2[C:17]3[CH:16]=[CH:15][C:14]([F:18])=[CH:13][C:12]=3[C:11]3[CH2:19][N:20]4[CH2:25][CH2:24][CH:23]([C:10]2=3)[CH2:22][CH2:21]4)=[CH:4][CH:3]=1.[OH:26][C@@H:27]([C@H:31]([OH:35])[C:32]([OH:34])=[O:33])[C:28]([OH:30])=[O:29].